This data is from Experimentally validated miRNA-target interactions with 360,000+ pairs, plus equal number of negative samples. The task is: Binary Classification. Given a miRNA mature sequence and a target amino acid sequence, predict their likelihood of interaction. The miRNA is hsa-miR-6127 with sequence UGAGGGAGUGGGUGGGAGG. The protein sequence of the target gene is MSDLRITEAFLYMDYLCFRALCCKGPPPARPEYDLVCIGLTGSGKTSLLSELCSESPENVVSTTGFSIKAVPFQNAVLNVKELGGADNIRKYWSRYYQGSQGVIFVLDSASSEDDLETARNELHSALQHPQLCTLPFLILANHQDKPAARSVQEIKKYFELEPLARGKRWILQPCSLDDVDTLKDSFSQLINLLEEKDHEAVRM. Result: 0 (no interaction).